Dataset: Forward reaction prediction with 1.9M reactions from USPTO patents (1976-2016). Task: Predict the product of the given reaction. (1) Given the reactants C(O[C:4]([C:6]1[CH:7]=[N:8][C:9]2[C:14]([CH:15]=1)=[CH:13][CH:12]=[CH:11][CH:10]=2)=[O:5])C.[C:16]([C:19]1[CH:24]=[CH:23][CH:22]=[CH:21][CH:20]=1)(=[O:18])[CH3:17].CC(C)([O-])C.[K+].C(O)(=O)C, predict the reaction product. The product is: [C:19]1([C:16](=[O:18])[CH2:17][C:4]([C:6]2[CH:7]=[N:8][C:9]3[C:14]([CH:15]=2)=[CH:13][CH:12]=[CH:11][CH:10]=3)=[O:5])[CH:24]=[CH:23][CH:22]=[CH:21][CH:20]=1. (2) Given the reactants Br[C:2]1[S:3][CH:4]=[C:5]([C:7]2[CH:12]=[CH:11][CH:10]=[CH:9][CH:8]=2)[N:6]=1.[CH3:13][O:14][C:15]([CH:17]1[CH2:21][CH2:20][NH:19][CH2:18]1)=[O:16].P([O-])([O-])([O-])=O.[K+].[K+].[K+].C(P(C(C)(C)C)C(C)(C)C)(C)(C)C, predict the reaction product. The product is: [C:7]1([C:5]2[N:6]=[C:2]([N:19]3[CH2:20][CH2:21][CH:17]([C:15]([O:14][CH3:13])=[O:16])[CH2:18]3)[S:3][CH:4]=2)[CH:12]=[CH:11][CH:10]=[CH:9][CH:8]=1. (3) The product is: [CH3:26][O:25][CH2:24][CH2:23][O:1][C:2]1[CH:3]=[C:4]([N+:13]([O-:15])=[O:14])[C:5]([CH3:12])=[C:6]([CH:11]=1)[C:7]([O:9][CH3:10])=[O:8]. Given the reactants [OH:1][C:2]1[CH:3]=[C:4]([N+:13]([O-:15])=[O:14])[C:5]([CH3:12])=[C:6]([CH:11]=1)[C:7]([O:9][CH3:10])=[O:8].C(=O)([O-])[O-].[Cs+].[Cs+].Br[CH2:23][CH2:24][O:25][CH3:26].C(OCC)(=O)C, predict the reaction product. (4) Given the reactants [NH2:1][C:2]1[CH:3]=[N:4][N:5]([CH3:21])[C:6]=1[O:7][CH:8]1[CH2:13][CH2:12][N:11](C(OC(C)(C)C)=O)[CH2:10][CH2:9]1.C(OC([NH:29][C:30]1[S:34][C:33]([C:35]2[C:40]([F:41])=[CH:39][CH:38]=[CH:37][C:36]=2[F:42])=[N:32][C:31]=1[C:43](O)=[O:44])=O)(C)(C)C.CN(C(ON1N=NC2C=CC=NC1=2)=[N+](C)C)C.F[P-](F)(F)(F)(F)F, predict the reaction product. The product is: [NH2:29][C:30]1[S:34][C:33]([C:35]2[C:40]([F:41])=[CH:39][CH:38]=[CH:37][C:36]=2[F:42])=[N:32][C:31]=1[C:43]([NH:1][C:2]1[CH:3]=[N:4][N:5]([CH3:21])[C:6]=1[O:7][CH:8]1[CH2:9][CH2:10][NH:11][CH2:12][CH2:13]1)=[O:44]. (5) Given the reactants [CH2:1]([C:3]1[N:4]([C:28]2[CH:33]=[CH:32][C:31]([OH:34])=[CH:30][CH:29]=2)[C:5](=[O:27])[C:6]([CH2:12][C:13]2[CH:18]=[CH:17][C:16]([C:19]3[C:20]([C:25]#[N:26])=[CH:21][CH:22]=[CH:23][CH:24]=3)=[CH:15][CH:14]=2)=[C:7]([CH2:9][CH2:10][CH3:11])[N:8]=1)[CH3:2].[CH3:35][CH:36]1[CH2:41][CH:40](O)[CH2:39][CH2:38][O:37]1.C1(P(C2C=CC=CC=2)C2C=CC=CC=2)C=CC=CC=1.[N:63]([C:64]([O:66]C(C)C)=[O:65])=[N:63][C:64]([O:66]C(C)C)=[O:65], predict the reaction product. The product is: [CH2:1]([C:3]1[N:4]([C:28]2[CH:33]=[CH:32][C:31]([O:34][CH:40]3[CH2:39][CH2:38][O:37][CH:36]([CH3:35])[CH2:41]3)=[CH:30][CH:29]=2)[C:5](=[O:27])[C:6]([CH2:12][C:13]2[CH:18]=[CH:17][C:16]([C:19]3[CH:24]=[CH:23][CH:22]=[CH:21][C:20]=3[C:25]3[NH:63][C:64](=[O:65])[O:66][N:26]=3)=[CH:15][CH:14]=2)=[C:7]([CH2:9][CH2:10][CH3:11])[N:8]=1)[CH3:2]. (6) Given the reactants C1(N(CCO)C(C2C(OCC3C=CC=CC=3)=C(O)N=C(CC3(C4C=CC=CC=4)CCCC3)N=2)=O)CC1.[Si]([O:44][CH2:45][CH2:46][N:47]([CH:77]1[CH2:81][CH2:80][CH2:79][CH2:78]1)[C:48]([C:50]1[C:55]([O:56][CH2:57][C:58]2[CH:63]=[CH:62][CH:61]=[CH:60][CH:59]=2)=[C:54]([OH:64])[N:53]=[C:52]([CH2:65][C:66]2([C:71]3[CH:76]=[CH:75][CH:74]=[CH:73][CH:72]=3)[CH2:70][CH2:69][CH2:68][CH2:67]2)[N:51]=1)=[O:49])(C(C)(C)C)(C)C, predict the reaction product. The product is: [CH:77]1([N:47]([CH2:46][CH2:45][OH:44])[C:48]([C:50]2[C:55]([O:56][CH2:57][C:58]3[CH:59]=[CH:60][CH:61]=[CH:62][CH:63]=3)=[C:54]([OH:64])[N:53]=[C:52]([CH2:65][C:66]3([C:71]4[CH:76]=[CH:75][CH:74]=[CH:73][CH:72]=4)[CH2:70][CH2:69][CH2:68][CH2:67]3)[N:51]=2)=[O:49])[CH2:78][CH2:79][CH2:80][CH2:81]1. (7) Given the reactants [CH3:1][C:2]1[O:6][N:5]=[CH:4][C:3]=1[CH2:7][N:8]1[C:16]2[CH:15]=[CH:14][C:13]([C:17]([N:19]3[CH2:24][CH2:23][CH:22]([CH3:25])[CH2:21][CH2:20]3)=[O:18])=[CH:12][C:11]=2[C:10]2[CH2:26][N:27](C(OC(C)(C)C)=O)[CH2:28][CH2:29][C:9]1=2.[ClH:37], predict the reaction product. The product is: [CH3:1][C:2]1[O:6][N:5]=[CH:4][C:3]=1[CH2:7][N:8]1[C:16]2[CH:15]=[CH:14][C:13]([C:17]([N:19]3[CH2:24][CH2:23][CH:22]([CH3:25])[CH2:21][CH2:20]3)=[O:18])=[CH:12][C:11]=2[C:10]2[CH2:26][NH:27][CH2:28][CH2:29][C:9]1=2.[ClH:37].